This data is from Forward reaction prediction with 1.9M reactions from USPTO patents (1976-2016). The task is: Predict the product of the given reaction. Given the reactants C([Mg]Cl)(C)C.Br[C:7]1[CH:12]=[C:11]([CH3:13])[CH:10]=[CH:9][N:8]=1.[F:14][C:15]1[CH:22]=[CH:21][C:20]([F:23])=[CH:19][C:16]=1[CH:17]=[O:18].[Cl-].[NH4+], predict the reaction product. The product is: [F:14][C:15]1[CH:22]=[CH:21][C:20]([F:23])=[CH:19][C:16]=1[CH:17]([OH:18])[C:7]1[CH:12]=[C:11]([CH3:13])[CH:10]=[CH:9][N:8]=1.